Task: Predict the reactants needed to synthesize the given product.. Dataset: Full USPTO retrosynthesis dataset with 1.9M reactions from patents (1976-2016) (1) Given the product [N:26]1[CH:27]=[CH:28][CH:29]=[N:30][C:25]=1[NH:2][C:3]1[CH:4]=[C:5]([CH:21]=[CH:22][CH:23]=1)[CH2:6][NH:7][C:8]1[C:17]2[C:12](=[C:13]([C:18]([NH2:20])=[O:19])[CH:14]=[CH:15][CH:16]=2)[N:11]=[CH:10][N:9]=1, predict the reactants needed to synthesize it. The reactants are: Cl.[NH2:2][C:3]1[CH:4]=[C:5]([CH:21]=[CH:22][CH:23]=1)[CH2:6][NH:7][C:8]1[C:17]2[C:12](=[C:13]([C:18]([NH2:20])=[O:19])[CH:14]=[CH:15][CH:16]=2)[N:11]=[CH:10][N:9]=1.Cl[C:25]1[N:30]=[CH:29][CH:28]=[CH:27][N:26]=1. (2) Given the product [CH:20]1([NH:19][C:17](=[O:18])[C@H:16]([NH:15][CH2:28][C:30]2[CH:35]=[CH:34][N:33]=[C:32]3[N:36]([C:43]([O:45][C:46]([CH3:49])([CH3:48])[CH3:47])=[O:44])[CH:37]=[C:38]([C:39]([O:41][CH3:42])=[O:40])[C:31]=23)[CH:25]([CH3:27])[CH3:26])[CH2:24][CH2:23][CH2:22][CH2:21]1, predict the reactants needed to synthesize it. The reactants are: C(O[BH-](OC(=O)C)OC(=O)C)(=O)C.[Na+].[NH2:15][C@H:16]([CH:25]([CH3:27])[CH3:26])[C:17]([NH:19][CH:20]1[CH2:24][CH2:23][CH2:22][CH2:21]1)=[O:18].[CH:28]([C:30]1[CH:35]=[CH:34][N:33]=[C:32]2[N:36]([C:43]([O:45][C:46]([CH3:49])([CH3:48])[CH3:47])=[O:44])[CH:37]=[C:38]([C:39]([O:41][CH3:42])=[O:40])[C:31]=12)=O. (3) Given the product [C:21]([O:20][C@@H:13]1[C@@H:12]([O:24][CH2:25][C:26]2[CH:27]=[CH:28][CH:29]=[CH:30][CH:31]=2)[C:11]([CH2:32][O:33][C:34](=[O:41])[C:35]2[CH:36]=[CH:37][CH:38]=[CH:39][CH:40]=2)([CH2:10][O:9][C:1](=[O:8])[C:2]2[CH:7]=[CH:6][CH:5]=[CH:4][CH:3]=2)[O:19][C@H:14]1[N:44]1[CH:52]=[C:50]([CH3:51])[C:48](=[O:49])[NH:47][C:45]1=[O:46])(=[O:23])[CH3:22], predict the reactants needed to synthesize it. The reactants are: [C:1]([O:9][C@H:10](CO)[C@@:11]1([CH2:32][O:33][C:34](=[O:41])[C:35]2[CH:40]=[CH:39][CH:38]=[CH:37][CH:36]=2)[O:19][CH:14](OC(=O)C)[C@H:13]([O:20][C:21](=[O:23])[CH3:22])[C@H:12]1[O:24][CH2:25][C:26]1[CH:31]=[CH:30][CH:29]=[CH:28][CH:27]=1)(=[O:8])[C:2]1[CH:7]=[CH:6][CH:5]=[CH:4][CH:3]=1.[NH:44]1[CH:52]=[C:50]([CH3:51])[C:48](=[O:49])[NH:47][C:45]1=[O:46].C/C(/O[Si](C)(C)C)=N\[Si](C)(C)C.O([Si](C)(C)C)S(C(F)(F)F)(=O)=O.C(=O)([O-])O.[Na+].